This data is from Forward reaction prediction with 1.9M reactions from USPTO patents (1976-2016). The task is: Predict the product of the given reaction. Given the reactants [CH3:1][O:2][C:3]([C:5]1[CH:6]([C:37]2[CH:42]=[CH:41][C:40]([N+:43]([O-:45])=[O:44])=[CH:39][CH:38]=2)[C:7]([C:13]([O:15][CH2:16][CH2:17][CH2:18][N:19]2[CH2:24][CH2:23][C:22]([C:31]3[CH:36]=[CH:35][CH:34]=[CH:33][CH:32]=3)([C:25]3[CH:30]=[CH:29][CH:28]=[CH:27][CH:26]=3)[CH2:21][CH2:20]2)=[O:14])=[C:8]([CH3:12])[NH:9][C:10]=1[CH3:11])=[O:4].[ClH:46].CCOCC, predict the reaction product. The product is: [ClH:46].[CH3:1][O:2][C:3]([C:5]1[CH:6]([C:37]2[CH:38]=[CH:39][C:40]([N+:43]([O-:45])=[O:44])=[CH:41][CH:42]=2)[C:7]([C:13]([O:15][CH2:16][CH2:17][CH2:18][N:19]2[CH2:20][CH2:21][C:22]([C:25]3[CH:26]=[CH:27][CH:28]=[CH:29][CH:30]=3)([C:31]3[CH:32]=[CH:33][CH:34]=[CH:35][CH:36]=3)[CH2:23][CH2:24]2)=[O:14])=[C:8]([CH3:12])[NH:9][C:10]=1[CH3:11])=[O:4].